The task is: Binary Classification. Given a drug SMILES string, predict its activity (active/inactive) in a high-throughput screening assay against a specified biological target.. This data is from HIV replication inhibition screening data with 41,000+ compounds from the AIDS Antiviral Screen. (1) The drug is Cc1c(Cc2cc(C(C)(C)C)c(O)c(C(C)(C)C)c2)c(C)c(Cc2cc(C(C)(C)C)c(O)c(C(C)(C)C)c2)c(C)c1Cc1cc(C(C)(C)C)c(O)c(C(C)(C)C)c1. The result is 0 (inactive). (2) The drug is O=C(CSc1nnc(-c2ccc(N=Cc3ccc(Cl)cc3)cc2)o1)Nc1cccc(Cl)c1. The result is 0 (inactive). (3) The compound is O=C(O)CSc1nnc(-c2ccc(O)cc2)[nH]1. The result is 0 (inactive). (4) The molecule is c1ccc(N2N=NC3C4CC(C5c6ccccc6C45)C32)cc1. The result is 0 (inactive). (5) The compound is COC(=O)C1(Cc2ccccc2)Cc2cc3c(cc2C1O)CCC3. The result is 0 (inactive). (6) The compound is Cc1cc2c(cc1C)C1=C(CCC2)C(=O)C(=O)O1. The result is 0 (inactive). (7) The compound is BC#N.CN(C)CCCn1ccc(=O)[nH]c1=O. The result is 0 (inactive). (8) The molecule is COc1ccc(-c2nc(-c3cnccn3)n(Cc3ccccc3)n2)cc1. The result is 1 (active).